This data is from Forward reaction prediction with 1.9M reactions from USPTO patents (1976-2016). The task is: Predict the product of the given reaction. The product is: [C:38]([O:42][C:43](=[O:55])[N:44]([S:45]([C:48]1[CH:49]=[CH:50][C:51]([Cl:54])=[CH:52][CH:53]=1)(=[O:47])=[O:46])[CH:12]([C:11]1[N:3]([CH2:1][CH3:2])[C:4]2[C:9]([N:10]=1)=[CH:8][N:7]=[C:6]([C:15]([F:18])([F:17])[F:16])[N:5]=2)[CH3:13])([CH3:41])([CH3:39])[CH3:40]. Given the reactants [CH2:1]([N:3]1[C:11]([CH:12](O)[CH3:13])=[N:10][C:9]2[C:4]1=[N:5][C:6]([C:15]([F:18])([F:17])[F:16])=[N:7][CH:8]=2)[CH3:2].C1(P(C2C=CC=CC=2)C2C=CC=CC=2)C=CC=CC=1.[C:38]([O:42][C:43](=[O:55])[NH:44][S:45]([C:48]1[CH:53]=[CH:52][C:51]([Cl:54])=[CH:50][CH:49]=1)(=[O:47])=[O:46])([CH3:41])([CH3:40])[CH3:39].CC(OC(/N=N/C(OC(C)C)=O)=O)C, predict the reaction product.